From a dataset of Forward reaction prediction with 1.9M reactions from USPTO patents (1976-2016). Predict the product of the given reaction. (1) Given the reactants [CH3:1][O:2][C:3]1[CH:9]=[CH:8][CH:7]=[CH:6][C:4]=1[NH2:5].[CH:10]([C:12]1[N:13]=[CH:14][NH:15][CH:16]=1)=O.[BH4-].[Na+].O, predict the reaction product. The product is: [N:15]1[CH:16]=[C:12]([CH2:10][NH:5][C:4]2[CH:6]=[CH:7][CH:8]=[CH:9][C:3]=2[O:2][CH3:1])[NH:13][CH:14]=1. (2) Given the reactants [NH2:1][C@H:2]1[CH2:6][CH2:5][N:4]([C:7]2[CH:16]=[C:15]3[C:10]([CH2:11][CH2:12][N:13]([C:17]([O:19][C:20]([CH3:23])([CH3:22])[CH3:21])=[O:18])[CH2:14]3)=[CH:9][CH:8]=2)[C:3]1=[O:24].[CH3:25][CH:26]([Si:28]([CH:45]([CH3:47])[CH3:46])([CH:42]([CH3:44])[CH3:43])[N:29]1[C:37]2[C:32](=[CH:33][CH:34]=[C:35]([S:38](Cl)(=[O:40])=[O:39])[CH:36]=2)[CH:31]=[CH:30]1)[CH3:27], predict the reaction product. The product is: [O:24]=[C:3]1[C@@H:2]([NH:1][S:38]([C:35]2[CH:36]=[C:37]3[C:32]([CH:31]=[CH:30][N:29]3[Si:28]([CH:42]([CH3:44])[CH3:43])([CH:45]([CH3:47])[CH3:46])[CH:26]([CH3:25])[CH3:27])=[CH:33][CH:34]=2)(=[O:40])=[O:39])[CH2:6][CH2:5][N:4]1[C:7]1[CH:16]=[C:15]2[C:10]([CH2:11][CH2:12][N:13]([C:17]([O:19][C:20]([CH3:21])([CH3:23])[CH3:22])=[O:18])[CH2:14]2)=[CH:9][CH:8]=1.